Dataset: Reaction yield outcomes from USPTO patents with 853,638 reactions. Task: Predict the reaction yield, written as a fraction of the theoretical maximum amount of product (1.0 means a 100% yield; for example, 0.34 means a 34% yield). (1) The reactants are [NH2:1][C:2]1[CH:10]=[CH:9][CH:8]=[C:7]([O:11][CH3:12])[C:3]=1[C:4]([OH:6])=[O:5].[CH:13]([CH:15]=[CH2:16])=O. The catalyst is O1CCOCC1. The product is [CH3:12][O:11][C:7]1[C:3]([C:4]([OH:6])=[O:5])=[C:2]2[C:10]([CH:13]=[CH:15][CH:16]=[N:1]2)=[CH:9][CH:8]=1. The yield is 0.200. (2) The reactants are C(N(CC)CC)C.[CH:8]1([C:12](Cl)=[O:13])[CH2:11][CH2:10][CH2:9]1.[CH3:15][C:16]1([CH3:40])[CH2:25][CH2:24][C:23]([CH3:27])([CH3:26])[C:22]2[CH:21]=[C:20]([C:28]([O:30][CH2:31][CH2:32][C:33]3[CH:38]=[CH:37][C:36]([NH2:39])=[CH:35][CH:34]=3)=[O:29])[CH:19]=[CH:18][C:17]1=2. The catalyst is C1COCC1. The product is [CH3:15][C:16]1([CH3:40])[CH2:25][CH2:24][C:23]([CH3:26])([CH3:27])[C:22]2[CH:21]=[C:20]([C:28]([O:30][CH2:31][CH2:32][C:33]3[CH:34]=[CH:35][C:36]([NH:39][C:12]([CH:8]4[CH2:11][CH2:10][CH2:9]4)=[O:13])=[CH:37][CH:38]=3)=[O:29])[CH:19]=[CH:18][C:17]1=2. The yield is 0.770.